Dataset: Full USPTO retrosynthesis dataset with 1.9M reactions from patents (1976-2016). Task: Predict the reactants needed to synthesize the given product. (1) Given the product [C:11]([O:15][C:16]1[CH:17]=[CH:18][C:19]([CH2:22][CH2:23][CH2:24][CH2:25][N:3]2[CH:7]=[CH:6][N:5]=[C:4]2[CH2:8][CH2:9][OH:10])=[CH:20][CH:21]=1)([CH3:14])([CH3:13])[CH3:12], predict the reactants needed to synthesize it. The reactants are: [H-].[Na+].[NH:3]1[CH:7]=[CH:6][N:5]=[C:4]1[CH2:8][CH2:9][OH:10].[C:11]([O:15][C:16]1[CH:21]=[CH:20][C:19]([CH2:22][CH2:23][CH2:24][CH2:25]I)=[CH:18][CH:17]=1)([CH3:14])([CH3:13])[CH3:12].O. (2) Given the product [CH3:1][O:2][C:3](=[O:12])[C:4]1[CH:9]=[CH:8][C:7]([CH3:10])=[CH:6][C:5]=1[NH:11][C:20](=[O:24])[CH2:21][CH2:22][CH3:23], predict the reactants needed to synthesize it. The reactants are: [CH3:1][O:2][C:3](=[O:12])[C:4]1[CH:9]=[CH:8][C:7]([CH3:10])=[CH:6][C:5]=1[NH2:11].C(N(CC)CC)C.[C:20](Cl)(=[O:24])[CH2:21][CH2:22][CH3:23]. (3) Given the product [CH3:1][O:2][C:3]1[CH:4]=[C:5]([CH2:6][C@H:7]([NH2:8])[C:9]([O:11][CH3:21])=[O:10])[CH:12]=[CH:13][C:14]=1[O:15][CH3:16], predict the reactants needed to synthesize it. The reactants are: [CH3:1][O:2][C:3]1[CH:4]=[C:5]([CH:12]=[CH:13][C:14]=1[O:15][CH3:16])[CH2:6][C@@H:7]([C:9]([OH:11])=[O:10])[NH2:8].S(Cl)(Cl)=O.[CH3:21]O. (4) Given the product [Cl:1][C:2]1[CH:3]=[CH:4][C:5]([O:8][CH:9]2[CH2:14][CH2:13][N:12]([S:33]([CH2:32][CH2:31][CH2:30][C:27]3[NH:26][C:25](=[O:24])[NH:29][N:28]=3)(=[O:34])=[O:35])[CH2:11][CH2:10]2)=[N:6][CH:7]=1, predict the reactants needed to synthesize it. The reactants are: [Cl:1][C:2]1[CH:3]=[CH:4][C:5]([O:8][CH:9]2[CH2:14][CH2:13][NH:12][CH2:11][CH2:10]2)=[N:6][CH:7]=1.CCN(C(C)C)C(C)C.[O:24]=[C:25]1[NH:29][N:28]=[C:27]([CH2:30][CH2:31][CH2:32][S:33](Cl)(=[O:35])=[O:34])[NH:26]1.